Task: Predict the reactants needed to synthesize the given product.. Dataset: Full USPTO retrosynthesis dataset with 1.9M reactions from patents (1976-2016) (1) Given the product [OH:1][C@@H:2]1[CH2:5][C@H:4]([N:6]2[C:11](=[O:12])[C:10]([CH2:13][C:14]3[CH:15]=[CH:16][C:17]([C:20]4[CH:25]=[CH:24][CH:23]=[CH:22][C:21]=4[C:26]4[NH:49][C:60](=[O:63])[O:61][N:27]=4)=[CH:18][CH:19]=3)=[C:9]([CH2:28][CH2:29][CH3:30])[N:8]3[N:31]=[CH:32][N:33]=[C:7]23)[CH2:3]1, predict the reactants needed to synthesize it. The reactants are: [OH:1][C@@H:2]1[CH2:5][C@H:4]([N:6]2[C:11](=[O:12])[C:10]([CH2:13][C:14]3[CH:19]=[CH:18][C:17]([C:20]4[C:21]([C:26]#[N:27])=[CH:22][CH:23]=[CH:24][CH:25]=4)=[CH:16][CH:15]=3)=[C:9]([CH2:28][CH2:29][CH3:30])[N:8]3[N:31]=[CH:32][N:33]=[C:7]23)[CH2:3]1.FC(F)(F)S(O[Si](C(C)(C)C)(C)C)(=O)=O.[N:49]1C(C)=CC=CC=1C.[Cl-].O[NH3+].[C:60](=[O:63])([O-])[OH:61].[Na+]. (2) The reactants are: [C:1]([O:5][C:6]([NH:8][CH2:9][CH2:10][CH2:11][C@H:12]([NH:17][C:18]([C:20]1[CH:25]=[CH:24][CH:23]=[C:22]([CH:26]([C:33]2[CH:38]=[CH:37][CH:36]=[CH:35][CH:34]=2)[C:27]2[CH:32]=[CH:31][CH:30]=[CH:29][CH:28]=2)[CH:21]=1)=[O:19])[C:13]([O:15]C)=[O:14])=[O:7])([CH3:4])([CH3:3])[CH3:2]. Given the product [C:1]([O:5][C:6]([NH:8][CH2:9][CH2:10][CH2:11][C@H:12]([NH:17][C:18]([C:20]1[CH:25]=[CH:24][CH:23]=[C:22]([CH:26]([C:33]2[CH:34]=[CH:35][CH:36]=[CH:37][CH:38]=2)[C:27]2[CH:32]=[CH:31][CH:30]=[CH:29][CH:28]=2)[CH:21]=1)=[O:19])[C:13]([OH:15])=[O:14])=[O:7])([CH3:4])([CH3:2])[CH3:3], predict the reactants needed to synthesize it. (3) The reactants are: Cl.[NH2:2][C:3]1[CH:4]=[C:5]2[C:10](=[CH:11][CH:12]=1)[CH2:9][N:8](C(OC(C)(C)C)=O)[CH2:7][CH2:6]2. Given the product [CH2:9]1[C:10]2[C:5](=[CH:4][C:3]([NH2:2])=[CH:12][CH:11]=2)[CH2:6][CH2:7][NH:8]1, predict the reactants needed to synthesize it. (4) Given the product [OH:17][CH2:16][C:14]1[CH:13]=[N:12][N:11]([C:10]2[CH:9]=[N:8][N:6]3[CH2:7][C@H:2]([CH3:1])[N:3]([C:20]([NH:21][C:22]4[CH:27]=[C:26]([F:28])[C:25]([F:29])=[C:24]([F:30])[CH:23]=4)=[O:31])[CH2:4][C:5]=23)[CH:15]=1, predict the reactants needed to synthesize it. The reactants are: [CH3:1][C@H:2]1[CH2:7][N:6]2[N:8]=[CH:9][C:10]([N:11]3[CH:15]=[C:14]([C:16](OC)=[O:17])[CH:13]=[N:12]3)=[C:5]2[CH2:4][N:3]1[C:20](=[O:31])[NH:21][C:22]1[CH:27]=[C:26]([F:28])[C:25]([F:29])=[C:24]([F:30])[CH:23]=1.[H-].[H-].[H-].[H-].[Li+].[Al+3]. (5) Given the product [Cl:1][C:2]1[CH:3]=[CH:4][N:5]2[C:10]=1[C:9](=[O:11])[N:8]([C:12]1[CH:13]=[CH:14][CH:15]=[CH:16][CH:17]=1)[C:7]([C@@H:18]1[CH2:22][CH2:21][CH2:20][N:19]1[C:23]1[C:24]3[C:31]([C:32]4[O:33][CH2:36][CH2:35][N:34]=4)=[CH:30][NH:29][C:25]=3[N:26]=[CH:27][N:28]=1)=[N:6]2, predict the reactants needed to synthesize it. The reactants are: [Cl:1][C:2]1[CH:3]=[CH:4][N:5]2[C:10]=1[C:9](=[O:11])[N:8]([C:12]1[CH:17]=[CH:16][CH:15]=[CH:14][CH:13]=1)[C:7]([C@@H:18]1[CH2:22][CH2:21][CH2:20][N:19]1[C:23]1[C:24]3[C:31]([C:32]([NH:34][CH2:35][CH2:36]O)=[O:33])=[CH:30][NH:29][C:25]=3[N:26]=[CH:27][N:28]=1)=[N:6]2.CCN(CC)CC.CS(Cl)(=O)=O. (6) Given the product [F:28][C:23]1[CH:22]=[C:21]([O:20][C:18]2[CH:17]=[CH:16][N:15]=[C:14]([C:12]3[O:4][N:3]=[C:1]([CH3:2])[CH:13]=3)[CH:19]=2)[CH:26]=[CH:25][C:24]=1[NH2:27], predict the reactants needed to synthesize it. The reactants are: [CH:1](=[N:3][OH:4])[CH3:2].C(N(CC)CC)C.[C:12]([C:14]1[CH:19]=[C:18]([O:20][C:21]2[CH:26]=[CH:25][C:24]([NH2:27])=[C:23]([F:28])[CH:22]=2)[CH:17]=[CH:16][N:15]=1)#[CH:13].ClN1C(=O)CCC1=O.